Dataset: Full USPTO retrosynthesis dataset with 1.9M reactions from patents (1976-2016). Task: Predict the reactants needed to synthesize the given product. (1) Given the product [C:4]([C:7]1[CH:8]=[C:9]2[C:13](=[CH:14][CH:15]=1)[C:12](=[O:16])[O:11][CH2:10]2)#[N:3], predict the reactants needed to synthesize it. The reactants are: CC1(C)CO[C:4]([C:7]2[CH:8]=[C:9]3[C:13](=[CH:14][CH:15]=2)[C:12](=[O:16])[O:11][CH2:10]3)=[N:3]1.CN(C)C=O.C1(C)C=CC=CC=1. (2) Given the product [O:3]=[C:10]([CH3:11])[CH2:9][CH:12]1[CH2:17][CH2:16][CH2:15][CH2:14][C:13]1=[O:18], predict the reactants needed to synthesize it. The reactants are: CC(N(C)C)=[O:3].O=O.[CH2:9]([CH:12]1[CH2:17][CH2:16][CH2:15][CH2:14][C:13]1=[O:18])[CH:10]=[CH2:11]. (3) Given the product [NH2:42][C:19]1([C:17]([OH:18])=[O:16])[CH2:24][CH:23]([NH:25][C:26](=[O:36])[C:27]2[CH:32]=[CH:31][CH:30]=[C:29]([C:33]([OH:35])=[O:34])[CH:28]=2)[CH:22]2[CH:20]1[CH:21]2[C:37]([OH:39])=[O:38], predict the reactants needed to synthesize it. The reactants are: C(OC)(=O)C1C=CC=C(C([O-])=O)C=1.C([O:16][C:17]([C:19]1([NH:42]C(OC(C)(C)C)=O)[CH2:24][CH:23]([NH:25][C:26](=[O:36])[C:27]2[CH:32]=[CH:31][CH:30]=[C:29]([C:33]([OH:35])=[O:34])[CH:28]=2)[CH:22]2[CH:20]1[CH:21]2[C:37]([O:39]CC)=[O:38])=[O:18])C.